Dataset: Forward reaction prediction with 1.9M reactions from USPTO patents (1976-2016). Task: Predict the product of the given reaction. (1) Given the reactants Cl[C:2]1[CH:11]=[CH:10][C:9]2[C:4](=[CH:5][CH:6]=[C:7]([Cl:22])[C:8]=2[NH:12][C:13](=[O:21])[CH2:14][CH:15]2[CH2:20][CH2:19][CH2:18][CH2:17][CH2:16]2)[N:3]=1.[N:23]1([CH2:29][C:30]([O:32][CH2:33][CH3:34])=[O:31])[CH2:28][CH2:27][NH:26][CH2:25][CH2:24]1, predict the reaction product. The product is: [Cl:22][C:7]1[C:8]([NH:12][C:13](=[O:21])[CH2:14][CH:15]2[CH2:20][CH2:19][CH2:18][CH2:17][CH2:16]2)=[C:9]2[C:4](=[CH:5][CH:6]=1)[N:3]=[C:2]([N:26]1[CH2:25][CH2:24][N:23]([CH2:29][C:30]([O:32][CH2:33][CH3:34])=[O:31])[CH2:28][CH2:27]1)[CH:11]=[CH:10]2. (2) Given the reactants [NH2:1][C@@:2]([C:8]1[C:13]([F:14])=[C:12]([Si:15]([CH2:20][CH3:21])([CH2:18][CH3:19])[CH2:16][CH3:17])[CH:11]=[C:10]([Br:22])[N:9]=1)([CH:5]([F:7])[F:6])[CH2:3][OH:4].C(=O)([O-])[O-].[Na+].[Na+].[Cl:29][CH2:30][C:31](Cl)=[O:32], predict the reaction product. The product is: [Br:22][C:10]1[N:9]=[C:8]([C@@:2]([NH:1][C:31](=[O:32])[CH2:30][Cl:29])([CH2:3][OH:4])[CH:5]([F:6])[F:7])[C:13]([F:14])=[C:12]([Si:15]([CH2:20][CH3:21])([CH2:18][CH3:19])[CH2:16][CH3:17])[CH:11]=1. (3) The product is: [C:15]([O:19][C:20](=[O:21])[NH:14][C:7]1[CH:6]=[C:5]([C:1]([CH3:4])([CH3:2])[CH3:3])[CH:10]=[C:9]([NH2:11])[C:8]=1[O:12][CH3:13])([CH3:18])([CH3:17])[CH3:16]. Given the reactants [C:1]([C:5]1[CH:6]=[C:7]([NH2:14])[C:8]([O:12][CH3:13])=[C:9]([NH2:11])[CH:10]=1)([CH3:4])([CH3:3])[CH3:2].[C:15]([O:19][C:20](O[C:20]([O:19][C:15]([CH3:18])([CH3:17])[CH3:16])=[O:21])=[O:21])([CH3:18])([CH3:17])[CH3:16], predict the reaction product. (4) Given the reactants [Br:1][C:2]1[CH:3]=[CH:4][C:5]([Cl:11])=[C:6]([CH:10]=1)[C:7]([OH:9])=O.CN(C=O)C.C(Cl)(=O)C(Cl)=O.[CH:23]1([NH2:26])[CH2:25][CH2:24]1.CCN(C(C)C)C(C)C.Cl, predict the reaction product. The product is: [Br:1][C:2]1[CH:3]=[CH:4][C:5]([Cl:11])=[C:6]([CH:10]=1)[C:7]([NH:26][CH:23]1[CH2:25][CH2:24]1)=[O:9]. (5) Given the reactants [CH:1]1([N:5]2[C:9]3[N:10]=[C:11]([CH:19]4[CH2:21][CH2:20]4)[CH:12]=[C:13]([C:14]([O:16]CC)=[O:15])[C:8]=3[C:7]([CH3:22])=[N:6]2)[CH2:4][CH2:3][CH2:2]1.[OH-].[Na+], predict the reaction product. The product is: [CH:1]1([N:5]2[C:9]3[N:10]=[C:11]([CH:19]4[CH2:20][CH2:21]4)[CH:12]=[C:13]([C:14]([OH:16])=[O:15])[C:8]=3[C:7]([CH3:22])=[N:6]2)[CH2:4][CH2:3][CH2:2]1.